Dataset: Tox21: 12 toxicity assays (nuclear receptors and stress response pathways). Task: Binary classification across 12 toxicity assays. (1) The molecule is C[C@H]1C[C@H]2[C@@H]3CC[C@](O)(C(=O)COC(=O)CCC(=O)[O-])[C@@]3(C)C[C@H](O)[C@@H]2[C@@]2(C)C=CC(=O)C=C12. It tested positive (active) for: NR-AR (Androgen Receptor agonist activity), and NR-AR-LBD (Androgen Receptor Ligand Binding Domain agonist). (2) The molecule is CSCC[C@H](NC(=O)[C@H](Cc1ccc(OS(=O)(=O)O)cc1)NC(=O)[C@@H](N)CC(=O)O)C(=O)NCC(=O)N[C@@H](Cc1c[nH]c2ccccc12)C(=O)N[C@@H](CCSC)C(=O)N[C@@H](CC(=O)O)C(=O)N[C@@H](Cc1ccccc1)C(N)=O. It tested positive (active) for: NR-ER (Estrogen Receptor agonist activity), and NR-ER-LBD (Estrogen Receptor Ligand Binding Domain agonist). (3) The compound is C=CC(=O)Nc1cc2c(Nc3ccc(F)c(Cl)c3)ncnc2cc1OCCCN1CCOCC1. It tested positive (active) for: NR-ER (Estrogen Receptor agonist activity), NR-ER-LBD (Estrogen Receptor Ligand Binding Domain agonist), SR-ARE (Antioxidant Response Element (oxidative stress)), SR-HSE (Heat Shock Element response), and SR-p53 (p53 tumor suppressor activation). (4) The compound is CC(C)C(=O)Nc1ccc([N+](=O)[O-])c(C(F)(F)F)c1. It tested positive (active) for: NR-Aromatase (Aromatase enzyme inhibition), SR-ARE (Antioxidant Response Element (oxidative stress)), and SR-MMP (Mitochondrial Membrane Potential disruption). (5) The drug is Cl[Si](Cl)(c1ccccc1)c1ccccc1. It tested positive (active) for: SR-MMP (Mitochondrial Membrane Potential disruption). (6) The drug is CC(C)=CCC/C(C)=C/CC/C(C)=C/CC/C(C)=C/CC1=C(C)C(=O)c2ccccc2C1=O. It tested positive (active) for: NR-AhR (Aryl hydrocarbon Receptor agonist activity).